This data is from Experimentally validated miRNA-target interactions with 360,000+ pairs, plus equal number of negative samples. The task is: Binary Classification. Given a miRNA mature sequence and a target amino acid sequence, predict their likelihood of interaction. (1) The miRNA is mmu-miR-1932 with sequence GUUGCGGACAGCGCUAGGUCGG. The protein sequence of the target gene is MFRCWSAILILGFIFLASEGRPTKESGYGLKSYQPLTRLRHKQEKSQESSRIKEFLIHDGPFGSCENKYCGLGRHCVINRETRHAECACMDLCKQHYKPVCGSDGEFYENHCEVHRAACLKKQKITIVHNEDCFFEGDNCMAIEYSKMKSMLLDLQNQKYITQENENPNSDDISRKKPLVDQMFKYFDADSNGLVDINELTQVIKQEELNKDLSDCTLYDLLKYDDFNADKHLALEEFYRAFQVIQLSLPEDQRVSITAATVGQSAVLSCAIVGTLRPPIIWKRNNIVLNNLDLEDINDF.... Result: 0 (no interaction). (2) The miRNA is hsa-miR-4761-5p with sequence ACAAGGUGUGCAUGCCUGACC. The protein sequence of the target gene is MSGRGKQGGKARAKAKSRSSRAGLQFPVGRVHRLLRKGNYAERVGAGAPVYLAAVLEYLTAEILELAGNAARDNKKTRIIPRHLQLAVRNDEELNKLLGGVTIAQGGVLPNIQAVLLPKKTESHKPGKNK. Result: 0 (no interaction). (3) The miRNA is hsa-miR-6783-5p with sequence UAGGGGAAAAGUCCUGAUCCGG. Result: 1 (interaction). The protein sequence of the target gene is MDEPPFSEAALEQALGEPCDLDAALLTDIEDMLQLINNQDSDFPGLFDPPYAGSGAGGTDPASPDTSSPGSLSPPPATLSSSLEAFLSGPQAAPSPLSPPQPAPTPLKMYPSMPAFSPGPGIKEESVPLSILQTPTPQPLPGALLPQSFPAPAPPQFSSTPVLGYPSPPGGFSTGSPPGNTQQPLPGLPLASPPGVPPVSLHTQVQSVVPQQLLTVTAAPTAAPVTTTVTSQIQQVPVLLQPHFIKADSLLLTAMKTDGATVKAAGLSPLVSGTTVQTGPLPTLVSGGTILATVPLVVDA.... (4) The miRNA is hsa-miR-6851-5p with sequence AGGAGGUGGUACUAGGGGCCAGC. The protein sequence of the target gene is MSAKSAISKEIFAPLDERMLGAVQVKRRTKKKIPFLATGGQGEYLTYICLSVTNKKPTQASITKVKQFEGSTSFVRRSQWMLEQLRQVNGIDPNGDSAEFDLLFENAFDQWVASTASEKCTFFQILHHTCQRYLTDRKPEFINCQSKIMGGNSILHSAADSVTSAVQKASQALNERGERLGRAEEKTEDLKNSAQQFAETAHKLAMKHKC. Result: 0 (no interaction). (5) The miRNA is hsa-miR-495-3p with sequence AAACAAACAUGGUGCACUUCUU. The protein sequence of the target gene is MIDKNQTCGVGQDSVPYMICLIHILEEWFGVEQLEDYLNFANYLLWVFTPLILLILPYFTIFLLYLTIIFLHIYKRKNVLKEAYSHNLWDGARKTVATLWDGHAAVWHGYEVHGMEKIPEDGPALIIFYHGAIPIDFYYFMAKIFIHKGRTCRVVADHFVFKIPGFSLLLDVFCALHGPREKCVEILRSGHLLAISPGGVREALISDETYNIVWGHRRGFAQVAIDAKVPIIPMFTQNIREGFRSLGGTRLFRWLYEKFRYPFAPMYGGFPVKLRTYLGDPIPYDPQITAEELAEKTKNA.... Result: 1 (interaction). (6) The miRNA is hsa-miR-6842-5p with sequence UGGGGGUGGUCUCUAGCCAAGG. The protein sequence of the target gene is MNNRKEDMEITSHYRHLLRELNEQRQHGVLCDVCVVVEGKVFKAHKNVLLGSSRYFKTLYCQVQKTSEQATVTHLDIVTAQGFKAIIDFMYSAHLALTSRNVIEVMSAASFLQMTDIVQACHDFIKAALDISIKSDASDELAEFEIGASSSSSTEALISAVMAGRSISPWLARRTSPANSSGDSAIASCHDGGSSYGKEDQEPKADGPDDVSSQPLWPGDVGYGPLRIKEEQVSPSQYGGSELPSAKDGAVQNSFSEQSAGDAWQPTGRRKNRKNKETVRHITQQVEDDSRASSPVPSFL.... Result: 1 (interaction).